From a dataset of Forward reaction prediction with 1.9M reactions from USPTO patents (1976-2016). Predict the product of the given reaction. (1) Given the reactants [CH2:1]([C:4]1[CH:9]=[CH:8][C:7]([O:10][CH3:11])=[CH:6][C:5]=1[OH:12])[CH:2]=[CH2:3].C(=O)([O-])[O-].[K+].[K+].[CH2:19](Br)[C:20]1[CH:25]=[CH:24][CH:23]=[CH:22][CH:21]=1, predict the reaction product. The product is: [CH2:1]([C:4]1[CH:9]=[CH:8][C:7]([O:10][CH3:11])=[CH:6][C:5]=1[O:12][CH2:19][C:20]1[CH:25]=[CH:24][CH:23]=[CH:22][CH:21]=1)[CH:2]=[CH2:3]. (2) Given the reactants [NH2:1][C:2]([CH3:6])([CH3:5])[CH2:3][OH:4].[Si:7](Cl)([C:10]([CH3:13])([CH3:12])[CH3:11])([CH3:9])[CH3:8].N1C=CN=C1, predict the reaction product. The product is: [Si:7]([O:4][CH2:3][C:2]([CH3:6])([NH2:1])[CH3:5])([C:10]([CH3:13])([CH3:12])[CH3:11])([CH3:9])[CH3:8].